Predict the product of the given reaction. From a dataset of Forward reaction prediction with 1.9M reactions from USPTO patents (1976-2016). (1) Given the reactants [OH-].[Na+].[CH3:3][O:4][CH2:5][CH2:6][CH2:7][O:8][C:9]1[N:14]=[C:13]([O:15][CH:16]2[CH2:21][CH2:20][O:19][CH2:18][CH2:17]2)[C:12]([NH:22][C:23]2[C:24]3[C:31]([CH3:32])=[C:30]([C:33]([O:35]C)=[O:34])[S:29][C:25]=3[N:26]=[CH:27][N:28]=2)=[CH:11][CH:10]=1.OS([O-])(=O)=O.[K+], predict the reaction product. The product is: [CH3:3][O:4][CH2:5][CH2:6][CH2:7][O:8][C:9]1[N:14]=[C:13]([O:15][CH:16]2[CH2:17][CH2:18][O:19][CH2:20][CH2:21]2)[C:12]([NH:22][C:23]2[C:24]3[C:31]([CH3:32])=[C:30]([C:33]([OH:35])=[O:34])[S:29][C:25]=3[N:26]=[CH:27][N:28]=2)=[CH:11][CH:10]=1. (2) The product is: [CH2:7]([O:14][C:15]1[CH:16]=[CH:17][C:18]([C:21]2[N:25]([C:26]3[CH:31]=[CH:30][C:29]([Cl:32])=[CH:28][C:27]=3[CH3:33])[N:24]=[C:23]([C:34]([O:36][CH2:40][C:39]([Cl:43])([Cl:42])[Cl:38])=[O:35])[C:22]=2[CH3:37])=[CH:19][CH:20]=1)[C:8]1[CH:13]=[CH:12][CH:11]=[CH:10][CH:9]=1. Given the reactants C(Cl)(=O)C(Cl)=O.[CH2:7]([O:14][C:15]1[CH:20]=[CH:19][C:18]([C:21]2[N:25]([C:26]3[CH:31]=[CH:30][C:29]([Cl:32])=[CH:28][C:27]=3[CH3:33])[N:24]=[C:23]([C:34]([OH:36])=[O:35])[C:22]=2[CH3:37])=[CH:17][CH:16]=1)[C:8]1[CH:13]=[CH:12][CH:11]=[CH:10][CH:9]=1.[Cl:38][C:39]([Cl:43])([Cl:42])[CH2:40]O.CCN(C(C)C)C(C)C, predict the reaction product. (3) Given the reactants Cl.[Br:2][C:3]1[CH:8]=[CH:7][CH:6]=[CH:5][C:4]=1[NH:9]N.[CH:11]12[CH2:18][CH:15]([NH:16][CH2:17]1)[CH2:14][C:13](=O)[CH2:12]2.Cl, predict the reaction product. The product is: [Br:2][C:3]1[C:4]2[NH:9][C:13]3[CH2:12][CH:11]4[CH2:18][CH:15]([C:14]=3[C:5]=2[CH:6]=[CH:7][CH:8]=1)[NH:16][CH2:17]4. (4) Given the reactants CCN=C=NCCCN(C)C.Cl.ON1C2C=CC=CC=2N=N1.CN1CCOCC1.[NH2:30][CH:31]1[CH2:34][N:33]([C:35]2[S:36][C:37]([C:43]([O:45][CH2:46][CH3:47])=[O:44])=[C:38]([CH:40]([CH3:42])[CH3:41])[N:39]=2)[CH2:32]1.[Cl:48][C:49]1[N:50]=[C:51]([C:56](O)=[O:57])[NH:52][C:53]=1[CH2:54][CH3:55], predict the reaction product. The product is: [Cl:48][C:49]1[N:50]=[C:51]([C:56]([NH:30][CH:31]2[CH2:34][N:33]([C:35]3[S:36][C:37]([C:43]([O:45][CH2:46][CH3:47])=[O:44])=[C:38]([CH:40]([CH3:42])[CH3:41])[N:39]=3)[CH2:32]2)=[O:57])[NH:52][C:53]=1[CH2:54][CH3:55]. (5) Given the reactants [CH:1]([C:3]1[CH:4]=[C:5]([C:9]2[C:14]([CH3:15])=[CH:13][C:12]([O:16][C@@H:17]3[CH2:21][O:20][CH2:19][C@@H:18]3CC([O-])=O)=[CH:11][C:10]=2[CH3:26])[CH:6]=[CH:7][CH:8]=1)=[O:2].[BH4-].[Na+].C[C:30]([CH3:32])=[O:31].C[OH:34], predict the reaction product. The product is: [C:30]([O:34][C@@H:18]1[C@@H:17]([O:16][C:12]2[CH:13]=[C:14]([CH3:15])[C:9]([C:5]3[CH:6]=[CH:7][CH:8]=[C:3]([CH2:1][OH:2])[CH:4]=3)=[C:10]([CH3:26])[CH:11]=2)[CH2:21][O:20][CH2:19]1)(=[O:31])[CH3:32]. (6) Given the reactants [CH3:1][O:2][CH2:3][CH2:4][N:5]([S:20]([C:23]1[S:24][CH:25]=[CH:26][CH:27]=1)(=[O:22])=[O:21])[C:6]1[CH:7]=[CH:8][CH:9]=[C:10]2[C:14]=1[NH:13][C:12]([C:15]([O:17]CC)=[O:16])=[CH:11]2.[OH-].[Na+].O1CCCC1, predict the reaction product. The product is: [CH3:1][O:2][CH2:3][CH2:4][N:5]([S:20]([C:23]1[S:24][CH:25]=[CH:26][CH:27]=1)(=[O:21])=[O:22])[C:6]1[CH:7]=[CH:8][CH:9]=[C:10]2[C:14]=1[NH:13][C:12]([C:15]([OH:17])=[O:16])=[CH:11]2. (7) The product is: [CH:3]#[C:4][CH2:5][NH:6][C@H:7]1[C:15]2[CH:14]=[CH:13][CH:12]=[CH:11][C:10]=2[CH2:9][CH2:8]1. Given the reactants [OH-].[Na+].[CH:3]#[C:4][CH2:5][NH:6][C@H:7]1[C:15]2[C:10](=[CH:11][CH:12]=[CH:13][CH:14]=2)[CH2:9][CH2:8]1.[CH:3]#[C:4][CH2:5][NH:6][C@H:7]1[C:15]2[C:10](=[CH:11][CH:12]=[CH:13][CH:14]=2)[CH2:9][CH2:8]1.[C@H](O)(C(O)=O)[C@@H](O)C(O)=O.C1(C)C=CC=CC=1, predict the reaction product. (8) Given the reactants [Br:1][C:2]1[CH:3]=[C:4]([NH:9][CH:10]2[CH2:14][CH2:13][CH2:12][CH2:11]2)[C:5]([NH2:8])=[CH:6][CH:7]=1.[C:15](OCC)(OCC)(OCC)[CH3:16].C(O)(=O)C.C(=O)(O)[O-].[Na+], predict the reaction product. The product is: [Br:1][C:2]1[CH:7]=[CH:6][C:5]2[N:8]=[C:15]([CH3:16])[N:9]([CH:10]3[CH2:14][CH2:13][CH2:12][CH2:11]3)[C:4]=2[CH:3]=1. (9) Given the reactants C(#N)C.C(O[C:9]([N:11]1[CH2:16][CH2:15][NH:14][CH2:13][CH2:12]1)=[O:10])(C)(C)C.[CH3:17][N:18]([C:22]1[CH:27]=[CH:26][CH:25]=[CH:24][CH:23]=1)C([Cl:21])=O.Cl, predict the reaction product. The product is: [CH3:17][N:18]([C:22]1[CH:27]=[CH:26][CH:25]=[CH:24][CH:23]=1)[C:9]([N:11]1[CH2:12][CH2:13][NH:14][CH2:15][CH2:16]1)=[O:10].[ClH:21].